Dataset: Peptide-MHC class II binding affinity with 134,281 pairs from IEDB. Task: Regression. Given a peptide amino acid sequence and an MHC pseudo amino acid sequence, predict their binding affinity value. This is MHC class II binding data. (1) The peptide sequence is PTPKIIEECEHLEDG. The binding affinity (normalized) is 0. The MHC is DRB5_0101 with pseudo-sequence DRB5_0101. (2) The peptide sequence is FFRNVVWLIKKNSTYPT. The MHC is HLA-DPA10201-DPB10101 with pseudo-sequence HLA-DPA10201-DPB10101. The binding affinity (normalized) is 0.297. (3) The peptide sequence is ASEVFKAVEAYLVAH. The MHC is HLA-DQA10301-DQB10302 with pseudo-sequence HLA-DQA10301-DQB10302. The binding affinity (normalized) is 0.441. (4) The peptide sequence is QRAAEPWRDDQRSRS. The MHC is DRB1_0701 with pseudo-sequence DRB1_0701. The binding affinity (normalized) is 0.0758.